Dataset: Full USPTO retrosynthesis dataset with 1.9M reactions from patents (1976-2016). Task: Predict the reactants needed to synthesize the given product. (1) Given the product [CH3:52][NH:51][C:49]([C:46]1[N:47]=[CH:48][C:43]([C:9]2[CH:14]=[CH:13][N:12]=[C:11]3[N:15]([S:31]([C:34]4[CH:40]=[CH:39][C:37]([CH3:38])=[CH:36][CH:35]=4)(=[O:33])=[O:32])[C:16]([C:18]4[CH2:23][CH2:22][N:21]([C:24]([O:26][C:27]([CH3:30])([CH3:29])[CH3:28])=[O:25])[CH2:20][CH:19]=4)=[CH:17][C:10]=23)=[CH:44][CH:45]=1)=[O:50], predict the reactants needed to synthesize it. The reactants are: CC1(C)C(C)(C)OB([C:9]2[CH:14]=[CH:13][N:12]=[C:11]3[N:15]([S:31]([C:34]4[CH:40]=[CH:39][C:37]([CH3:38])=[CH:36][CH:35]=4)(=[O:33])=[O:32])[C:16]([C:18]4[CH2:23][CH2:22][N:21]([C:24]([O:26][C:27]([CH3:30])([CH3:29])[CH3:28])=[O:25])[CH2:20][CH:19]=4)=[CH:17][C:10]=23)O1.Br[C:43]1[CH:44]=[CH:45][C:46]([C:49]([NH:51][CH3:52])=[O:50])=[N:47][CH:48]=1.C(=O)(O)[O-].[Na+]. (2) The reactants are: [CH2:1]([O:3][C:4]1[CH:5]=[C:6]([C:13](=[O:19])[CH2:14][CH2:15][C:16]([OH:18])=O)[CH:7]=[CH:8][C:9]=1[O:10][CH2:11][CH3:12])[CH3:2].[Br:20][C:21]1[CH:30]=[C:29]2[C:24]([C:25]([C:32]3[CH:37]=[CH:36][CH:35]=[CH:34][CH:33]=3)=[CH:26][C:27]([NH2:31])=[N:28]2)=[CH:23][CH:22]=1.CCN=C=NCCCN(C)C.C1C=CC2N(O)N=NC=2C=1. Given the product [Br:20][C:21]1[CH:30]=[C:29]2[C:24]([C:25]([C:32]3[CH:37]=[CH:36][CH:35]=[CH:34][CH:33]=3)=[CH:26][C:27]([NH:31][C:16](=[O:18])[CH2:15][CH2:14][C:13]([C:6]3[CH:7]=[CH:8][C:9]([O:10][CH2:11][CH3:12])=[C:4]([O:3][CH2:1][CH3:2])[CH:5]=3)=[O:19])=[N:28]2)=[CH:23][CH:22]=1, predict the reactants needed to synthesize it. (3) Given the product [C:26]([C:25]1[C:19]2[O:18][C:17]([CH:13]3[CH2:14][CH2:15][CH2:16][N:11]([C:9]([O:8][CH2:1][C:2]4[CH:3]=[CH:4][CH:5]=[CH:6][CH:7]=4)=[O:10])[CH2:12]3)=[N:21][C:20]=2[CH:22]=[CH:23][CH:24]=1)(=[O:27])[NH2:30], predict the reactants needed to synthesize it. The reactants are: [CH2:1]([O:8][C:9]([N:11]1[CH2:16][CH2:15][CH2:14][CH:13]([C:17]2[O:18][C:19]3[C:25]([C:26](OC)=[O:27])=[CH:24][CH:23]=[CH:22][C:20]=3[N:21]=2)[CH2:12]1)=[O:10])[C:2]1[CH:7]=[CH:6][CH:5]=[CH:4][CH:3]=1.[NH3:30]. (4) Given the product [CH2:11]([C:9]1[S:10][C:6]([CH:4]=[O:5])=[CH:7][N:8]=1)[CH:12]([CH3:14])[CH3:13], predict the reactants needed to synthesize it. The reactants are: CON(C)[C:4]([C:6]1[S:10][C:9]([CH2:11][CH:12]([CH3:14])[CH3:13])=[N:8][CH:7]=1)=[O:5].C1(C)C=CC=CC=1.[H-].C([Al+]CC(C)C)C(C)C.Cl. (5) Given the product [F:10][C:9]([F:12])([F:11])[C:7]1[CH:6]=[C:5]([NH:13][C:14]([NH:38][C@H:33]([CH3:32])[C:34]([CH3:37])([CH3:36])[CH3:35])=[C:15]([S:18]([C:21]2[CH:26]=[CH:25][C:24]([Cl:27])=[CH:23][CH:22]=2)(=[O:19])=[O:20])[C:16]#[N:17])[CH:4]=[C:3]([C:2]([F:31])([F:1])[F:30])[CH:8]=1, predict the reactants needed to synthesize it. The reactants are: [F:1][C:2]([F:31])([F:30])[C:3]1[CH:4]=[C:5]([NH:13][C:14](SC)=[C:15]([S:18]([C:21]2[CH:26]=[CH:25][C:24]([Cl:27])=[CH:23][CH:22]=2)(=[O:20])=[O:19])[C:16]#[N:17])[CH:6]=[C:7]([C:9]([F:12])([F:11])[F:10])[CH:8]=1.[CH3:32][C@@H:33]([NH2:38])[C:34]([CH3:37])([CH3:36])[CH3:35]. (6) Given the product [Br:13][CH2:14][CH2:15][NH:16][S:8]([C:5]1[CH:6]=[CH:7][C:2]([Cl:1])=[CH:3][CH:4]=1)(=[O:10])=[O:9], predict the reactants needed to synthesize it. The reactants are: [Cl:1][C:2]1[CH:7]=[CH:6][C:5]([S:8](Cl)(=[O:10])=[O:9])=[CH:4][CH:3]=1.Br.[Br:13][CH2:14][CH2:15][NH2:16].C(N(CC)C(C)C)(C)C.